From a dataset of Full USPTO retrosynthesis dataset with 1.9M reactions from patents (1976-2016). Predict the reactants needed to synthesize the given product. (1) Given the product [CH2:1]([C:3]1[CH:4]=[C:5]([CH3:15])[C:6]([N:9]2[CH2:10][CH2:11][N:12]([C:21]([C:20]3[CH:24]=[CH:25][C:17]([I:16])=[CH:18][CH:19]=3)=[O:22])[CH2:13][CH2:14]2)=[N:7][CH:8]=1)[CH3:2], predict the reactants needed to synthesize it. The reactants are: [CH2:1]([C:3]1[CH:4]=[C:5]([CH3:15])[C:6]([N:9]2[CH2:14][CH2:13][NH:12][CH2:11][CH2:10]2)=[N:7][CH:8]=1)[CH3:2].[I:16][C:17]1[CH:25]=[CH:24][C:20]([C:21](Cl)=[O:22])=[CH:19][CH:18]=1. (2) Given the product [F:1][C:2]1[C:3]2[C:4](=[C:20]([CH3:23])[O:21][N:22]=2)[N:5]=[C:6]([C:16]([O:18][CH3:19])=[O:17])[C:7]=1[NH:8][C:9]1[CH:14]=[CH:13][C:12]([I:24])=[CH:11][C:10]=1[F:15], predict the reactants needed to synthesize it. The reactants are: [F:1][C:2]1[C:3]2[C:4](=[C:20]([CH3:23])[O:21][N:22]=2)[N:5]=[C:6]([C:16]([O:18][CH3:19])=[O:17])[C:7]=1[NH:8][C:9]1[CH:14]=[CH:13][CH:12]=[CH:11][C:10]=1[F:15].[I:24]N1C(=O)CCC1=O.C(O)(C(F)(F)F)=O. (3) Given the product [N:42]([CH2:2][CH2:3][CH2:4][S:5]([O:8][CH2:9][C:10]([CH3:41])([CH3:40])[C@@H:11]([O:32][CH2:33][C:34]1[CH:39]=[CH:38][CH:37]=[CH:36][CH:35]=1)[C:12]([O:14][CH2:15][CH2:16][O:17][C:18](=[O:31])[C:19]([CH3:30])([CH3:29])[CH2:20][O:21][CH2:22][C:23]1[CH:28]=[CH:27][CH:26]=[CH:25][CH:24]=1)=[O:13])(=[O:7])=[O:6])=[N+:43]=[N-:44], predict the reactants needed to synthesize it. The reactants are: Cl[CH2:2][CH2:3][CH2:4][S:5]([O:8][CH2:9][C:10]([CH3:41])([CH3:40])[C@@H:11]([O:32][CH2:33][C:34]1[CH:39]=[CH:38][CH:37]=[CH:36][CH:35]=1)[C:12]([O:14][CH2:15][CH2:16][O:17][C:18](=[O:31])[C:19]([CH3:30])([CH3:29])[CH2:20][O:21][CH2:22][C:23]1[CH:28]=[CH:27][CH:26]=[CH:25][CH:24]=1)=[O:13])(=[O:7])=[O:6].[N-:42]=[N+:43]=[N-:44].[Na+]. (4) Given the product [CH:11]12[CH:20]3[CH2:21][CH:17]([CH:18]=[CH:19]3)[CH:16]1[CH:15]1[CH2:22][CH:12]2[CH:13]([CH2:23][CH2:24][C:25]([O:7][CH2:6][CH2:5][CH2:4][CH2:3][C:2]([OH:10])([CH3:1])[CH2:8][CH3:9])=[O:26])[CH2:14]1, predict the reactants needed to synthesize it. The reactants are: [CH3:1][C:2]([OH:10])([CH2:8][CH3:9])[CH2:3][CH2:4][CH2:5][CH2:6][OH:7].[CH:11]12[CH:20]3[CH2:21][CH:17]([CH:18]=[CH:19]3)[CH:16]1[CH:15]1[CH2:22][CH:12]2[CH:13]([CH2:23][CH2:24][C:25](OC)=[O:26])[CH2:14]1.